From a dataset of Full USPTO retrosynthesis dataset with 1.9M reactions from patents (1976-2016). Predict the reactants needed to synthesize the given product. (1) Given the product [O:24]1[CH2:25][CH2:26][N:21]([CH2:2][CH2:3][CH2:4][C:5]([N:7]2[CH2:12][CH2:11][CH:10]([NH:13][C:14](=[O:20])[O:15][C:16]([CH3:19])([CH3:18])[CH3:17])[CH2:9][CH2:8]2)=[O:6])[CH2:22][CH2:23]1, predict the reactants needed to synthesize it. The reactants are: Br[CH2:2][CH2:3][CH2:4][C:5]([N:7]1[CH2:12][CH2:11][CH:10]([NH:13][C:14](=[O:20])[O:15][C:16]([CH3:19])([CH3:18])[CH3:17])[CH2:9][CH2:8]1)=[O:6].[NH:21]1[CH2:26][CH2:25][O:24][CH2:23][CH2:22]1. (2) Given the product [C:1]([NH:4][C:5]1[CH:10]=[C:9]([NH:11][C:12](=[O:13])[C:14]2[CH:19]=[C:18]([C:32]3[S:33][C:29]([CH2:28][N:22]4[CH2:23][CH2:24][O:25][CH2:26][CH2:27]4)=[CH:30][CH:31]=3)[CH:17]=[N:16][C:15]=2[NH2:21])[CH:8]=[CH:7][N:6]=1)(=[O:3])[CH3:2], predict the reactants needed to synthesize it. The reactants are: [C:1]([NH:4][C:5]1[CH:10]=[C:9]([NH:11][C:12]([C:14]2[C:15]([NH2:21])=[N:16][CH:17]=[C:18](Br)[CH:19]=2)=[O:13])[CH:8]=[CH:7][N:6]=1)(=[O:3])[CH3:2].[N:22]1([CH2:28][C:29]2[S:33][C:32](B3OC(C)(C)C(C)(C)O3)=[CH:31][CH:30]=2)[CH2:27][CH2:26][O:25][CH2:24][CH2:23]1. (3) Given the product [CH2:10]([O:17][N:18]1[C:24](=[O:25])[N:23]2[CH2:26][C@H:19]1[CH2:20][CH2:21][C@H:22]2[C:27]1[O:31][N:30]=[C:29]([CH:32]2[CH2:37][CH2:36][N:35]([C:38]([O:40][CH2:41][CH:42]3[C:43]4[CH:44]=[CH:45][CH:46]=[CH:47][C:48]=4[C:49]4[C:54]3=[CH:53][CH:52]=[CH:51][CH:50]=4)=[O:39])[CH2:34][CH2:33]2)[N:28]=1)[C:11]1[CH:12]=[CH:13][CH:14]=[CH:15][CH:16]=1, predict the reactants needed to synthesize it. The reactants are: CCN(C(C)C)C(C)C.[CH2:10]([O:17][N:18]1[C:24](=[O:25])[N:23]2[CH2:26][C@H:19]1[CH2:20][CH2:21][C@H:22]2[C:27]1[O:31][N:30]=[C:29]([CH:32]2[CH2:37][CH2:36][NH:35][CH2:34][CH2:33]2)[N:28]=1)[C:11]1[CH:16]=[CH:15][CH:14]=[CH:13][CH:12]=1.[C:38](ON1C(=O)CCC1=O)([O:40][CH2:41][CH:42]1[C:54]2[C:49](=[CH:50][CH:51]=[CH:52][CH:53]=2)[C:48]2[C:43]1=[CH:44][CH:45]=[CH:46][CH:47]=2)=[O:39].